This data is from Reaction yield outcomes from USPTO patents with 853,638 reactions. The task is: Predict the reaction yield, written as a fraction of the theoretical maximum amount of product (1.0 means a 100% yield; for example, 0.34 means a 34% yield). (1) The reactants are C([N:9]1[CH2:22][CH2:21][C:20]2[C:19]3[C:18]([C:23]4[CH:28]=[CH:27][CH:26]=[CH:25][C:24]=4[O:29][CH:30]4[CH2:34][CH2:33][CH2:32][CH2:31]4)=[CH:17][CH:16]=[CH:15][C:14]=3[NH:13][C:12]=2[CH2:11][CH2:10]1)(=O)C1C=CC=CC=1.[OH-].[K+].C(O)CO.[NH4+].[OH-]. The catalyst is O.CO.C(Cl)(Cl)Cl. The product is [CH:30]1([O:29][C:24]2[CH:25]=[CH:26][CH:27]=[CH:28][C:23]=2[C:18]2[C:19]3[C:20]4[CH2:21][CH2:22][NH:9][CH2:10][CH2:11][C:12]=4[NH:13][C:14]=3[CH:15]=[CH:16][CH:17]=2)[CH2:34][CH2:33][CH2:32][CH2:31]1. The yield is 0.740. (2) The reactants are Cl[S:2]([C:5]1[CH:6]=[C:7]([CH:11]=[CH:12][CH:13]=1)[C:8]([OH:10])=[O:9])(=[O:4])=[O:3].[CH3:14][N:15]1[CH2:20][CH2:19][NH:18][CH2:17][CH2:16]1.C(=O)([O-])[O-].[K+].[K+]. The catalyst is C1COCC1. The product is [CH3:14][N:15]1[CH2:20][CH2:19][N:18]([S:2]([C:5]2[CH:6]=[C:7]([CH:11]=[CH:12][CH:13]=2)[C:8]([OH:10])=[O:9])(=[O:4])=[O:3])[CH2:17][CH2:16]1. The yield is 0.353. (3) The catalyst is C1COCC1. The yield is 0.980. The reactants are C[O:2][C:3](=[O:39])[C:4]1[CH:9]=[CH:8][C:7]([S:10][C:11]2[CH:16]=[CH:15][C:14]([NH:17][C:18]([O:20][C:21]([CH3:24])([CH3:23])[CH3:22])=[O:19])=[CH:13][CH:12]=2)=[C:6]([NH:25][C:26]2[C:27]3[CH:35]=[CH:34][C:33]([CH:36]([CH3:38])[CH3:37])=[N:32][C:28]=3[N:29]=[CH:30][N:31]=2)[CH:5]=1.[Li+].[OH-]. The product is [C:21]([O:20][C:18]([NH:17][C:14]1[CH:13]=[CH:12][C:11]([S:10][C:7]2[CH:8]=[CH:9][C:4]([C:3]([OH:39])=[O:2])=[CH:5][C:6]=2[NH:25][C:26]2[C:27]3[CH:35]=[CH:34][C:33]([CH:36]([CH3:38])[CH3:37])=[N:32][C:28]=3[N:29]=[CH:30][N:31]=2)=[CH:16][CH:15]=1)=[O:19])([CH3:24])([CH3:23])[CH3:22]. (4) The reactants are [CH3:1][N:2]1[C:6](N2CC3OC(CC3)C2)=[C:5]([N+:15]([O-:17])=[O:16])[CH:4]=[N:3]1.[F:18][C:19]([F:33])([F:32])[C:20]([NH:22][C:23]1([CH3:31])[CH:29]([OH:30])[CH2:28][CH2:27][NH:26][CH2:25][CH2:24]1)=[O:21]. No catalyst specified. The product is [F:33][C:19]([F:18])([F:32])[C:20]([NH:22][C:23]1([CH3:31])[CH:29]([OH:30])[CH2:28][CH2:27][N:26]([C:6]2[N:2]([CH3:1])[N:3]=[CH:4][C:5]=2[N+:15]([O-:17])=[O:16])[CH2:25][CH2:24]1)=[O:21]. The yield is 0.880. (5) The reactants are [CH2:1]([N:8]1[CH2:25][CH2:24][C:11]2([N:15]=[C:14]([C:16]3[CH:21]=[CH:20][C:19]([Br:22])=[CH:18][CH:17]=3)[NH:13][C:12]2=[O:23])[CH2:10][CH2:9]1)[C:2]1[CH:7]=[CH:6][CH:5]=[CH:4][CH:3]=1.I[CH2:27][C@@H:28]1[CH2:32][CH2:31][N:30]([C:33]([O:35][C:36]([CH3:39])([CH3:38])[CH3:37])=[O:34])[CH2:29]1.C([O-])([O-])=O.[K+].[K+]. The product is [CH2:1]([N:8]1[CH2:25][CH2:24][C:11]2([N:15]=[C:14]([C:16]3[CH:17]=[CH:18][C:19]([Br:22])=[CH:20][CH:21]=3)[N:13]([CH2:27][C@@H:28]3[CH2:32][CH2:31][N:30]([C:33]([O:35][C:36]([CH3:37])([CH3:39])[CH3:38])=[O:34])[CH2:29]3)[C:12]2=[O:23])[CH2:10][CH2:9]1)[C:2]1[CH:3]=[CH:4][CH:5]=[CH:6][CH:7]=1. The catalyst is CN(C=O)C. The yield is 0.570. (6) The reactants are [C:1](=[O:12])([O:7][C:8]([CH3:11])([CH3:10])[CH3:9])OC(C)(C)C.[C:13]([C:15]1[CH:21]=[CH:20][C:18]([NH2:19])=[CH:17][CH:16]=1)#[N:14].CN(C1C=CC=CN=1)C. The catalyst is ClCCl. The product is [C:13]([C:15]1[CH:21]=[CH:20][C:18]([NH:19][C:1](=[O:12])[O:7][C:8]([CH3:9])([CH3:10])[CH3:11])=[CH:17][CH:16]=1)#[N:14]. The yield is 0.630. (7) The reactants are [CH:1]([C:3]1[CH:8]=[CH:7][C:6]([C:9]2[C:10]([C:15]#[N:16])=[CH:11][CH:12]=[CH:13][CH:14]=2)=[C:5]([N+:17]([O-:19])=[O:18])[CH:4]=1)=[O:2].CO.[BH4-].[Na+].Cl. The catalyst is C1COCC1. The product is [OH:2][CH2:1][C:3]1[CH:8]=[CH:7][C:6]([C:9]2[C:10]([C:15]#[N:16])=[CH:11][CH:12]=[CH:13][CH:14]=2)=[C:5]([N+:17]([O-:19])=[O:18])[CH:4]=1. The yield is 0.700. (8) The reactants are C(O[CH:5]1[CH:9]2[O:10][C:11](=[O:13])[CH2:12][CH:8]2[CH:7]([CH2:14][O:15][C:16](=[O:23])[C:17]2[CH:22]=[CH:21][CH:20]=[CH:19][CH:18]=2)[O:6]1)(=O)C.[C:24]1([SH:30])[CH:29]=[CH:28][CH:27]=[CH:26][CH:25]=1.B(F)(F)F.CCOCC.C([O-])(O)=O.[Na+]. The catalyst is C(Cl)(Cl)Cl.CCCCCC.CCOCC.CCOC(C)=O.ClCCl.C1(C)C=CC=CC=1. The product is [C:16]([O:15][CH2:14][CH:7]1[CH:8]2[CH:9]([O:10][C:11](=[O:13])[CH2:12]2)[CH:5]([S:30][C:24]2[CH:29]=[CH:28][CH:27]=[CH:26][CH:25]=2)[O:6]1)(=[O:23])[C:17]1[CH:18]=[CH:19][CH:20]=[CH:21][CH:22]=1. The yield is 0.720. (9) The product is [CH2:16]([O:23]/[N:24]=[C:25]1\[CH2:26][CH2:27][C:28]2[C:33]\1=[CH:32][CH:31]=[C:30]([C:2]1[C:3]([C:10]3[CH:15]=[CH:14][N:13]=[CH:12][CH:11]=3)=[N:4][N:5]([CH2:7][CH2:8][OH:9])[CH:6]=1)[CH:29]=2)[C:17]1[CH:18]=[CH:19][CH:20]=[CH:21][CH:22]=1. The reactants are Br[C:2]1[C:3]([C:10]2[CH:15]=[CH:14][N:13]=[CH:12][CH:11]=2)=[N:4][N:5]([CH2:7][CH2:8][OH:9])[CH:6]=1.[CH2:16]([O:23]/[N:24]=[C:25]1\[CH2:26][CH2:27][C:28]2[C:33]\1=[CH:32][CH:31]=[C:30](B(O)O)[CH:29]=2)[C:17]1[CH:22]=[CH:21][CH:20]=[CH:19][CH:18]=1.C(=O)([O-])[O-].[K+].[K+]. The catalyst is C(#N)C.O. The yield is 0.690.